Binary Classification. Given a miRNA mature sequence and a target amino acid sequence, predict their likelihood of interaction. From a dataset of Experimentally validated miRNA-target interactions with 360,000+ pairs, plus equal number of negative samples. (1) The miRNA is mmu-miR-669e-5p with sequence UGUCUUGUGUGUGCAUGUUCAU. The protein sequence of the target gene is MSAAAKSQVPEEAAPGCEEEPKGKTLLTWGSLFGHRSEKIVFTKGDGSPEESLLTVTITETTVIESDLGVWSSRALIYLTLWFFFSFCTLFLNKYILSLLEGEPSMLGAVQMLSTTLIGCVKIFVPCCLYQHKTRLSYPPNFIMTMLFVGLMRFATVVLGLVSLKNVAVSFAETVKSSAPIFTVIMSRMILGEYTGLLVNLSLIPVMGGLALCTATEISFNILGFSAALSTNIMDCLQNVFSKKLLSGDKYRFSAPELQFYTSAAAVALLIPAWTFFMDIPVIGRSGKSFSYSQDIVLLL.... Result: 1 (interaction). (2) The miRNA is hsa-miR-450a-2-3p with sequence AUUGGGGACAUUUUGCAUUCAU. The protein sequence of the target gene is MDTSSVGGLELTDQTPVLLGSTAMATSLTNVGNSFSGPANPLVSRSNKFQNSSVEDDDDVVFIEPVQPPPPSVPVVADQRTITFTSSKNEELQGNDSKITPSSKELASQKGSVSETIVIDDEEDMETNQGQEKNSSNFIERRPPETKNRTNDVDFSTSSFSRSKVNAGMGNSGITTEPDSEIQIANVTTLETGVSSVNDGQLENTDGRDMNLMITHVTSLQNTNLGDVSNGLQSSNFGVNIQTYTPSLTSQTKTGVGPFNPGRMNVAGDVFQNGESATHHNPDSWISQSASFPRNQKQPG.... Result: 0 (no interaction). (3) The miRNA is hsa-miR-6831-3p with sequence UGACUAACUCCCACUCUACAG. The protein sequence of the target gene is MGQSPSPRSPHGSPPTLSTLTLLLLLCGQAHSQCKILRCNAEYVSSTLSLRGGGSPDTPRGGGRGGLASGGLCRALRSYALCTRRTARTCRGDLAFHSAVHGIEDLMIQHNCSRQGPTAPPPARGPALPGAGPAPLTPDPCDYEARFSRLHGRAPGFLHCASFGDPHVRSFHNQFHTCRVQGAWPLLDNDFLFVQATSSPVSSGANATTIRKITIIFKNMQECIDQKVYQAEVDNLPAAFEDGSINGGDRPGGSSLSIQTANLGSHVEIRAAYIGTTIIIRQTAGQLSFSIRVAEDVARA.... Result: 0 (no interaction). (4) The miRNA is ssc-miR-296-3p with sequence AGGGUUGGGCGGAGGCUUUCC. The protein sequence of the target gene is MSGARAAPGAAGNGAVRGLRVDGLPPLPKSLSGLLHSASGGGASGGWRHLERLYAQKSRIQDELSRGGPGGGGARAAALPAKPPNLDAALALLRKEMVGLRQLDMSLLCQLYSLYESIQEYKGACQAASSPDCTYALENGFFDEEEEYFQEQNSLHDRRDRGPPRDLSLPVSSLSSSDWILESI. Result: 0 (no interaction). (5) Result: 1 (interaction). The protein sequence of the target gene is MCCEKWSRVAEMFLFIEEREDCKILCLCSRAFVEDRKLYNLGLKGYYIRDSGNNSGDQATEEEEGGYSCGTAESHDSKGIGLDESELDSEAELMRSMGLPLQFGRITAHKDFEVSMNTRNKVKIKKKKHQKKYLDEIVQESWRKEYEEDDILASDDPSSIEQYENTRTYELQSKKDTETENPPVENTLSPKLEITEKWEKYWNEYGGGLLWQSWQEKHPGQALSSEPWNFPDTKEEWEQHYSQLYWYYLEQFQYWEAQGWTFDASQSCDTDTYTSKTEADDKNDEKCMKVDLVSFPSSPI.... The miRNA is hsa-miR-6808-5p with sequence CAGGCAGGGAGGUGGGACCAUG.